Dataset: Volume of distribution at steady state (VDss) regression data from Lombardo et al.. Task: Regression/Classification. Given a drug SMILES string, predict its absorption, distribution, metabolism, or excretion properties. Task type varies by dataset: regression for continuous measurements (e.g., permeability, clearance, half-life) or binary classification for categorical outcomes (e.g., BBB penetration, CYP inhibition). For this dataset (vdss_lombardo), we predict log10(VDss) (log10 of volume of distribution in L/kg). (1) The drug is C#CC1(O)CCC2C3CCc4cc(OS(=O)(=O)[O-])ccc4C3CCC21C. The log10(VDss) is 0.360. (2) The drug is Nc1ccn(C2CSC(CO)O2)c(=O)n1. The log10(VDss) is 0.110.